This data is from Forward reaction prediction with 1.9M reactions from USPTO patents (1976-2016). The task is: Predict the product of the given reaction. (1) Given the reactants [CH:1]1([O:6][C:7](=[O:23])[C@@H:8]([NH:15]C(OC(C)(C)C)=O)[CH:9]2[CH2:14][CH2:13][CH2:12][CH2:11][CH2:10]2)[CH2:5][CH2:4][CH2:3][CH2:2]1, predict the reaction product. The product is: [CH:1]1([O:6][C:7](=[O:23])[C@@H:8]([NH2:15])[CH:9]2[CH2:10][CH2:11][CH2:12][CH2:13][CH2:14]2)[CH2:5][CH2:4][CH2:3][CH2:2]1. (2) Given the reactants [CH3:1][O:2][C:3](=[O:17])[C@@H:4]([NH:7][S:8]([C:11]1[CH:16]=[CH:15][CH:14]=[CH:13][CH:12]=1)(=[O:10])=[O:9])[CH2:5]O.C1(P(C2C=CC=CC=2)C2C=CC=CC=2)C=CC=CC=1.CCOC(/N=N/C(OCC)=O)=O, predict the reaction product. The product is: [CH3:1][O:2][C:3]([CH:4]1[CH2:5][N@@:7]1[S:8]([C:11]1[CH:16]=[CH:15][CH:14]=[CH:13][CH:12]=1)(=[O:10])=[O:9])=[O:17]. (3) Given the reactants [Cl:1][C:2]1[N:11]=[C:10]([Cl:12])[CH:9]=[C:8]([C:13]2([CH3:18])OCCO2)[C:3]=1[C:4](OC)=[O:5].Cl.[NH2:20][NH2:21].Cl, predict the reaction product. The product is: [Cl:1][C:2]1[C:3]2[C:4](=[O:5])[NH:20][N:21]=[C:13]([CH3:18])[C:8]=2[CH:9]=[C:10]([Cl:12])[N:11]=1. (4) Given the reactants [NH2:1][C:2]1[C:3]([Cl:11])=[C:4]([CH:8]=[CH:9][CH:10]=1)[C:5]([OH:7])=O.[N:12]([CH2:15][CH2:16][CH2:17][CH3:18])=[C:13]=[O:14].[N-]=C=O.[N:22]1[CH:27]=[CH:26][CH:25]=[C:24]([C:28]2[CH:29]=[C:30]3[CH:36]=[CH:35][NH:34][C:31]3=[N:32][CH:33]=2)[CH:23]=1, predict the reaction product. The product is: [CH2:15]([NH:12][C:13]([NH:1][C:2]1[CH:10]=[CH:9][CH:8]=[C:4]([C:5]([C:36]2[C:30]3[C:31](=[N:32][CH:33]=[C:28]([C:24]4[CH:23]=[N:22][CH:27]=[CH:26][CH:25]=4)[CH:29]=3)[NH:34][CH:35]=2)=[O:7])[C:3]=1[Cl:11])=[O:14])[CH2:16][CH2:17][CH3:18]. (5) Given the reactants [F:1][C:2]1[CH:19]=[CH:18][C:5]2[N+:6]([CH2:10][CH2:11][CH2:12][CH2:13][S:14]([O-:17])(=[O:16])=[O:15])=[C:7]([CH3:9])[O:8][C:4]=2[CH:3]=1.[C:20]1([NH:26][CH:27]=NC2C=CC=CC=2)[CH:25]=[CH:24][CH:23]=[CH:22][CH:21]=1.C(OCC)(OCC)OCC, predict the reaction product. The product is: [NH:26](/[CH:27]=[CH:9]/[C:7]1[O:8][C:4]2[CH:3]=[C:2]([F:1])[CH:19]=[CH:18][C:5]=2[N+:6]=1[CH2:10][CH2:11][CH2:12][CH2:13][S:14]([O-:17])(=[O:16])=[O:15])[C:20]1[CH:25]=[CH:24][CH:23]=[CH:22][CH:21]=1. (6) Given the reactants [C:1]1([C:7]2[CH2:12][O:11][CH2:10][CH2:9][C:8]=2[CH2:13]O)[CH:6]=[CH:5][CH:4]=[CH:3][CH:2]=1.[Br:15]P(Br)(C1C=CC=CC=1)(C1C=CC=CC=1)C1C=CC=CC=1, predict the reaction product. The product is: [Br:15][CH2:13][C:8]1[CH2:9][CH2:10][O:11][CH2:12][C:7]=1[C:1]1[CH:6]=[CH:5][CH:4]=[CH:3][CH:2]=1. (7) Given the reactants [O:1]1[C:5]2[CH:6]=[CH:7][CH:8]=[CH:9][C:4]=2[CH2:3][CH2:2]1.[C:10](OC(=O)C)(=[O:12])[CH3:11].O, predict the reaction product. The product is: [C:10]([C:8]1[CH:7]=[CH:6][C:5]2[O:1][CH2:2][CH2:3][C:4]=2[CH:9]=1)(=[O:12])[CH3:11].